Dataset: Catalyst prediction with 721,799 reactions and 888 catalyst types from USPTO. Task: Predict which catalyst facilitates the given reaction. Reactant: C(OC([N:8]1[CH2:20][C@@H:19]([CH3:21])[N:18]2[C@H:10]([CH2:11][C:12]3[C:17]2=[N:16][C:15]([C@H:22]([OH:24])[CH3:23])=[C:14]([F:25])[CH:13]=3)[CH2:9]1)=O)(C)(C)C. Product: [F:25][C:14]1[CH:13]=[C:12]2[C:17]([N:18]3[C@H:10]([CH2:11]2)[CH2:9][NH:8][CH2:20][C@H:19]3[CH3:21])=[N:16][C:15]=1[C@@H:22]([OH:24])[CH3:23]. The catalyst class is: 393.